From a dataset of Catalyst prediction with 721,799 reactions and 888 catalyst types from USPTO. Predict which catalyst facilitates the given reaction. (1) Reactant: [C:1]1([C@@H:7]([CH:9]2[CH2:14][CH2:13][O:12][CH2:11][CH2:10]2)O)[CH:6]=[CH:5][CH:4]=[CH:3][CH:2]=1.[CH3:15][N:16]1[C:20]([C:21]2[CH:33]=[N:32][C:31]3[C:30]4[C:29]([F:34])=[CH:28][C:27]([C:35]([O:37][CH3:38])=[O:36])=[CH:26][C:25]=4[NH:24][C:23]=3[CH:22]=2)=[C:19]([CH3:39])[N:18]=[N:17]1.C1(P(C2C=CC=CC=2)C2C=CC=CC=2)C=CC=CC=1.CC(OC(/N=N/C(OC(C)C)=O)=O)C. Product: [CH3:15][N:16]1[C:20]([C:21]2[CH:33]=[N:32][C:31]3[C:30]4[C:29]([F:34])=[CH:28][C:27]([C:35]([O:37][CH3:38])=[O:36])=[CH:26][C:25]=4[N:24]([C@H:7]([C:1]4[CH:6]=[CH:5][CH:4]=[CH:3][CH:2]=4)[CH:9]4[CH2:14][CH2:13][O:12][CH2:11][CH2:10]4)[C:23]=3[CH:22]=2)=[C:19]([CH3:39])[N:18]=[N:17]1. The catalyst class is: 2. (2) Reactant: FC(F)(F)C([O-])=O.[CH3:8][C:9]1[C:17]2[CH2:16][O:15][C:14](=[O:18])[C:13]=2[CH:12]=[CH:11][C:10]=1S(CC1CC[NH2+]CC1)(=O)=O.CC1C2COC(=O)C=2C=CC=1[C@@H]1CO1.CCN(C(C)C)C(C)C. Product: [CH3:8][C:9]1[C:17]2[CH2:16][O:15][C:14](=[O:18])[C:13]=2[CH:12]=[CH:11][CH:10]=1. The catalyst class is: 412. (3) Reactant: [CH:1]1[C:6]2[CH2:7][CH2:8][CH2:9][CH2:10][CH:11](O)[C:5]=2[CH:4]=[CH:3][CH:2]=1.[NH2:13][C:14]1[CH:15]=[C:16]([SH:20])[CH:17]=[CH:18][CH:19]=1.C(P(CCCC)CCCC)CCC.N(C(N1CCCCC1)=O)=NC(N1CCCCC1)=O. Product: [CH:1]1[C:6]2[CH2:7][CH2:8][CH2:9][CH2:10][CH:11]([S:20][C:16]3[CH:15]=[C:14]([CH:19]=[CH:18][CH:17]=3)[NH2:13])[C:5]=2[CH:4]=[CH:3][CH:2]=1. The catalyst class is: 20. (4) Reactant: [C:1]([C:3]1[CH:4]=[C:5]2[C:10](=[CH:11][CH:12]=1)[C:9]([CH3:14])([CH3:13])[C:8](=[O:15])[C:7]([C:16]([NH:18][CH2:19][C:20]([O:22]C(C)(C)C)=[O:21])=[O:17])=[C:6]2[OH:27])#[N:2].C(O)(C(F)(F)F)=O. Product: [C:1]([C:3]1[CH:4]=[C:5]2[C:10](=[CH:11][CH:12]=1)[C:9]([CH3:14])([CH3:13])[C:8](=[O:15])[C:7]([C:16]([NH:18][CH2:19][C:20]([OH:22])=[O:21])=[O:17])=[C:6]2[OH:27])#[N:2]. The catalyst class is: 6. (5) Reactant: [CH3:1][C:2]1[C:10]([CH3:12])([CH3:11])[C:9]2[C:4](=[CH:5][CH:6]=[CH:7][CH:8]=2)[N:3]=1.[Br:13][CH:14]([CH3:28])[CH2:15][CH2:16][CH2:17][CH2:18][CH2:19][CH2:20][CH2:21][CH2:22][C:23]([O:25][CH2:26][CH3:27])=[O:24]. Product: [Br-:13].[CH2:26]([O:25][C:23](=[O:24])[CH2:22][CH2:21][CH2:20][CH2:19][CH2:18][CH2:17][CH2:16][CH2:15][CH2:14][CH2:28][N+:3]1[C:4]2[C:9](=[CH:8][CH:7]=[CH:6][CH:5]=2)[C:10]([CH3:12])([CH3:11])[C:2]=1[CH3:1])[CH3:27]. The catalyst class is: 13. (6) Reactant: [NH2:1][C:2]1[CH:7]=[CH:6][CH:5]=[CH:4][C:3]=1[C:8]([C:10]1[S:14][C:13]2[CH:15]=[CH:16][CH:17]=[CH:18][C:12]=2[CH:11]=1)=O. Product: [S:14]1[C:10]([CH2:8][C:3]2[CH:4]=[CH:5][CH:6]=[CH:7][C:2]=2[NH2:1])=[CH:11][C:12]2[CH:18]=[CH:17][CH:16]=[CH:15][C:13]1=2. The catalyst class is: 183.